Dataset: Forward reaction prediction with 1.9M reactions from USPTO patents (1976-2016). Task: Predict the product of the given reaction. (1) Given the reactants C(OC([N:8]1[CH2:13][CH2:12][CH:11]([N:14]2[CH2:17][C:16]([F:19])([F:18])[CH2:15]2)[CH2:10][CH2:9]1)=O)(C)(C)C.C(O)(C(F)(F)F)=O, predict the reaction product. The product is: [F:19][C:16]1([F:18])[CH2:17][N:14]([CH:11]2[CH2:10][CH2:9][NH:8][CH2:13][CH2:12]2)[CH2:15]1. (2) Given the reactants C(O)(=O)C.[Si:5]([O:12][C@@H:13]1[CH2:22][CH2:21][CH2:20][C@H:19]2[C@@H:14]1[NH:15][CH2:16][CH2:17][NH:18]2)([C:8]([CH3:11])([CH3:10])[CH3:9])([CH3:7])[CH3:6].C(N(CC)CC)C.[C:30](O[C:30]([O:32][C:33]([CH3:36])([CH3:35])[CH3:34])=[O:31])([O:32][C:33]([CH3:36])([CH3:35])[CH3:34])=[O:31], predict the reaction product. The product is: [Si:5]([O:12][C@@H:13]1[CH2:22][CH2:21][CH2:20][C@H:19]2[C@@H:14]1[NH:15][CH2:16][CH2:17][N:18]2[C:30]([O:32][C:33]([CH3:36])([CH3:35])[CH3:34])=[O:31])([C:8]([CH3:11])([CH3:9])[CH3:10])([CH3:7])[CH3:6]. (3) Given the reactants [NH2:1][C:2]1[C:11]2[N:12]=[C:13]3[CH2:18][O:17][CH2:16][C@H:15]([CH3:19])[N:14]3[C:10]=2[C:9]2[C:4](=[CH:5][CH:6]=[C:7]([OH:20])[CH:8]=2)[N:3]=1.C(=O)([O-])[O-].[Cs+].[Cs+].[CH2:27](I)[CH3:28].O, predict the reaction product. The product is: [CH2:27]([O:20][C:7]1[CH:8]=[C:9]2[C:4](=[CH:5][CH:6]=1)[N:3]=[C:2]([NH2:1])[C:11]1[N:12]=[C:13]3[CH2:18][O:17][CH2:16][C@H:15]([CH3:19])[N:14]3[C:10]2=1)[CH3:28]. (4) The product is: [ClH:1].[CH:2]([O:5][C:6]([N:8]1[CH2:9][CH2:10][CH:11]([N:14]2[C:18]3=[N:19][CH:20]=[N:21][C:22]([O:23][C:24]4[C:25]([CH3:30])=[N:26][CH:27]=[CH:28][CH:29]=4)=[C:17]3[CH:16]=[N:15]2)[CH2:12][CH2:13]1)=[O:7])([CH3:4])[CH3:3]. Given the reactants [ClH:1].[CH:2]([O:5][C:6]([N:8]1[CH2:13][CH2:12][CH:11]([N:14]2[C:18]3=[N:19][CH:20]=[N:21][C:22]([O:23][C:24]4[C:25]([CH3:30])=[N:26][CH:27]=[CH:28][CH:29]=4)=[C:17]3[CH:16]=[N:15]2)[CH2:10][CH2:9]1)=[O:7])([CH3:4])[CH3:3], predict the reaction product. (5) The product is: [OH:21][CH2:11][CH:10]([C:14]1[C:15]([CH3:20])=[CH:16][C:17]([CH3:19])=[CH:18][C:13]=1[OH:12])[C:7]1[CH:6]=[CH:5][C:4]([CH:1]([CH3:3])[CH3:2])=[CH:9][CH:8]=1. Given the reactants [CH:1]([C:4]1[CH:9]=[CH:8][C:7]([CH:10]2[C:14]3[C:15]([CH3:20])=[CH:16][C:17]([CH3:19])=[CH:18][C:13]=3[O:12][C:11]2=[O:21])=[CH:6][CH:5]=1)([CH3:3])[CH3:2], predict the reaction product.